From a dataset of Experimentally validated miRNA-target interactions with 360,000+ pairs, plus equal number of negative samples. Binary Classification. Given a miRNA mature sequence and a target amino acid sequence, predict their likelihood of interaction. (1) The miRNA is hsa-miR-6748-5p with sequence UGUGGGUGGGAAGGACUGGAUU. The protein sequence of the target gene is MHKEEHEVAVLGPPPSTILPRSTVINIHSETSVPDHVVWSLFNTLFLNWCCLGFIAFAYSVKSRDRKMVGDVTGAQAYASTAKCLNIWALILGILMTIGFILLLVFGSVTVYHIMLQIIQEKRGY. Result: 1 (interaction). (2) The miRNA is hsa-miR-1911-3p with sequence CACCAGGCAUUGUGGUCUCC. The protein sequence of the target gene is MKSQEEVEVAGIKLCKAMSLGSVTFTDVAIDFSQDEWEWLNLAQRSLYKKVMLENYRNLVSVGLCISKPDVISLLEQEKDPWVIKGGMNRGLCPDLECVWVTKSLSLNQDIYEEKLPPAIIMERLKSYDLECSTLGKNWKCEDLFERELVNQKTHFRQETITHIDTLIEKRDHSNKSGTVFHLNTLSYIKQIFPMEERIFNFHTDKKSLKTHSVVKKHKQDRGEKKLLKCNDCEKIFSKISTLTLHQRIHTGEKPYECIECGKAFSQSAHLAQHQRIHTGEKPFECTECGKAFSQNAHLV.... Result: 1 (interaction). (3) The miRNA is hsa-miR-10a-5p with sequence UACCCUGUAGAUCCGAAUUUGUG. The protein sequence of the target gene is MSARTAPRPQVLLLPLLLVLLAAAPAASKGCVCKDKGQCFCDGAKGEKGEKGFPGPPGSPGQKGFTGPEGLPGPQGPKGFPGLPGLTGSKGVRGISGLPGFSGSPGLPGTPGNTGPYGLVGVPGCSGSKGEQGFPGLPGTLGYPGIPGAAGLKGQKGAPAKEEDIELDAKGDPGLPGAPGPQGLPGPPGFPGPVGPPGPPGFFGFPGAMGPRGPKGHMGERVIGHKGERGVKGLTGPPGPPGTVIVTLTGPDNRTDLKGEKGDKGAMGEPGPPGPSGLPGESYGSEKGAPGDPGLQGKPG.... Result: 1 (interaction). (4) The miRNA is hsa-miR-6718-5p with sequence UAGUGGUCAGAGGGCUUAUGA. The protein sequence of the target gene is MAREDSVKCLRCLLYALNLLFWLMSISVLAVSAWMRDYLNNVLTLTAETRVEEAVILTYFPVVHPVMIAVCCFLIIVGMLGYCGTVKRNLLLLAWYFGSLLVIFCVELACGVWTYEQELMVPVQWSDMVTLKARMTNYGLPRYRWLTHAWNFFQREFKCCGVVYFTDWLEMTEMDWPPDSCCVREFPGCSKQAHQEDLSDLYQEGCGKKMYSFLRGTKQLQVLRFLGISIGVTQILAMILTITLLWALYYDRREPGTDQMMSLKNDNSQHLSCPSVELLKPSLSRIFEHTSMANSFNTHF.... Result: 1 (interaction). (5) The miRNA is hsa-miR-6756-3p with sequence UCCCCUUCCUCCCUGCCCAG. The protein sequence of the target gene is MVQQTNNAENTEALLAGESSDSGAGLELGIASSPTPGSTASTGGKADDPSWCKTPSGHIKRPMNAFMVWSQIERRKIMEQSPDMHNAEISKRLGKRWKLLKDSDKIPFIREAERLRLKHMADYPDYKYRPRKKVKSGNANSSSSAAASSKPGEKGDKVGGSGGGGHGGGGGGGSSNAGGGGGGASGGGANSKPAQKKSCGSKVAGGAGGGVSKPHAKLILAGGGGGGKAAAAAAASFAAEQAGAAALLPLGAAADHHSLYKARTPSASASASSAASASAALAAPGKHLAEKKVKRVYLFG.... Result: 1 (interaction).